This data is from Catalyst prediction with 721,799 reactions and 888 catalyst types from USPTO. The task is: Predict which catalyst facilitates the given reaction. (1) Reactant: [C:1]([O:5][C:6](=[O:28])[N:7]([C@H:12]1[CH2:16][C@@H:15]([N:17]2[CH:25]=[N:24][C:23]3[C:18]2=[N:19][C:20]([Cl:27])=[N:21][C:22]=3Cl)[CH:14]=[CH:13]1)[C:8](=[O:11])[CH2:9][CH3:10])([CH3:4])([CH3:3])[CH3:2].[CH3:29][CH2:30][CH:31]([NH2:34])[CH2:32][CH3:33]. Product: [C:1]([O:5][C:6](=[O:28])[N:7]([C@H:12]1[CH2:16][C@@H:15]([N:17]2[CH:25]=[N:24][C:23]3[C:18]2=[N:19][C:20]([Cl:27])=[N:21][C:22]=3[NH:34][CH:31]([CH2:32][CH3:33])[CH2:30][CH3:29])[CH:14]=[CH:13]1)[C:8](=[O:11])[CH2:9][CH3:10])([CH3:3])([CH3:4])[CH3:2]. The catalyst class is: 1. (2) Product: [CH2:9]([O:8][C:6](=[O:7])[CH2:5][NH:4][C:21]1[CH:22]=[CH:23][CH:24]=[C:19]([Br:18])[C:20]=1[N+:26]([O-:28])=[O:27])[CH3:10]. Reactant: Cl.C([NH:4][CH2:5][C:6]([OH:8])=[O:7])C.[CH:9](N(C(C)C)CC)(C)[CH3:10].[Br:18][C:19]1[CH:24]=[CH:23][CH:22]=[C:21](F)[C:20]=1[N+:26]([O-:28])=[O:27].O. The catalyst class is: 44. (3) Reactant: [NH:1]1[CH:5]=[C:4]([CH2:6][CH2:7][NH:8][C:9](=[O:24])[NH:10][CH:11]([CH2:15][C:16]2[CH:21]=[CH:20][C:19]([O:22][CH3:23])=[CH:18][CH:17]=2)[C:12]([OH:14])=O)[N:3]=[CH:2]1.FC(F)(F)C(O)=O.[CH2:32]([O:36][C:37]1([CH:43]2[CH2:48][CH2:47][CH2:46][CH2:45][CH2:44]2)[CH2:42][CH2:41][NH:40][CH2:39][CH2:38]1)[CH2:33][CH2:34][CH3:35].C(Cl)CCl.C1C=CC2N(O)N=NC=2C=1.C(O)(=O)CC(CC(O)=O)(C(O)=O)O. Product: [CH2:32]([O:36][C:37]1([CH:43]2[CH2:48][CH2:47][CH2:46][CH2:45][CH2:44]2)[CH2:38][CH2:39][N:40]([C:12](=[O:14])[CH:11]([NH:10][C:9]([NH:8][CH2:7][CH2:6][C:4]2[N:3]=[CH:2][NH:1][CH:5]=2)=[O:24])[CH2:15][C:16]2[CH:21]=[CH:20][C:19]([O:22][CH3:23])=[CH:18][CH:17]=2)[CH2:41][CH2:42]1)[CH2:33][CH2:34][CH3:35]. The catalyst class is: 3. (4) Reactant: [Br:1][CH2:2][C:3]([C:5]1[CH:10]=[CH:9][C:8]([Br:11])=[CH:7][CH:6]=1)=O.[F:12][C:13]([F:22])([F:21])[C:14]1[CH:15]=[CH:16][C:17]([NH2:20])=[N:18][CH:19]=1. Product: [BrH:1].[Br:11][C:8]1[CH:9]=[CH:10][C:5]([C:3]2[N:20]=[C:17]3[CH:16]=[CH:15][C:14]([C:13]([F:21])([F:12])[F:22])=[CH:19][N:18]3[CH:2]=2)=[CH:6][CH:7]=1. The catalyst class is: 8. (5) Product: [CH3:20][CH:19]([CH3:21])[C:18]([NH:17][C:13]1[CH:14]=[CH:15][CH:16]=[C:11]([CH:8]2[CH2:9][CH2:10][N:5]([CH2:4][CH2:3][C@@H:2]([C:23]3[CH:24]=[CH:25][CH:26]=[CH:27][CH:28]=3)[O:1][C:34]3[CH:35]=[CH:36][C:31]([C:30]([F:39])([F:38])[F:29])=[CH:32][CH:33]=3)[CH2:6][CH2:7]2)[CH:12]=1)=[O:22]. Reactant: [OH:1][C@@H:2]([C:23]1[CH:28]=[CH:27][CH:26]=[CH:25][CH:24]=1)[CH2:3][CH2:4][N:5]1[CH2:10][CH2:9][CH:8]([C:11]2[CH:12]=[C:13]([NH:17][C:18](=[O:22])[CH:19]([CH3:21])[CH3:20])[CH:14]=[CH:15][CH:16]=2)[CH2:7][CH2:6]1.[F:29][C:30]([F:39])([F:38])[C:31]1[CH:36]=[CH:35][C:34](O)=[CH:33][CH:32]=1.C1(P(C2C=CC=CC=2)C2C=CC=CC=2)C=CC=CC=1.N(C(OCC)=O)=NC(OCC)=O.N. The catalyst class is: 396. (6) Reactant: [CH3:1][C:2]1[C:10]2[C:5](=[CH:6][CH:7]=[C:8]([C:11]#[N:12])[CH:9]=2)[NH:4][C:3]=1[C:13]1[CH:14]=[N:15][CH:16]=[CH:17][CH:18]=1.C(N(CC)CC)C.[C:26](=O)([O:32]C(C)(C)C)[O:27][C:28]([CH3:31])([CH3:30])[CH3:29]. Product: [C:28]([O:27][C:26]([N:4]1[C:5]2[C:10](=[CH:9][C:8]([C:11]#[N:12])=[CH:7][CH:6]=2)[C:2]([CH3:1])=[C:3]1[C:13]1[CH:14]=[N:15][CH:16]=[CH:17][CH:18]=1)=[O:32])([CH3:31])([CH3:30])[CH3:29]. The catalyst class is: 239. (7) Reactant: [C:1]([C:3]([C:6]1[CH:13]=[CH:12][C:9]([C:10]#[N:11])=[CH:8][CH:7]=1)([CH3:5])[CH3:4])#[N:2].[H-]. Product: [NH2:11][CH2:10][C:9]1[CH:12]=[CH:13][C:6]([C:3]([CH3:5])([CH3:4])[C:1]#[N:2])=[CH:7][CH:8]=1. The catalyst class is: 182. (8) Reactant: [OH:1][C@@H:2]([CH2:29][CH3:30])[C:3]([N:5]1[CH2:10][CH2:9][N:8]([C:11]2[C:20]3[C:15](=[CH:16][C:17]([CH3:21])=[CH:18][CH:19]=3)[N:14]=[C:13]([C:22]3[CH:27]=[CH:26][CH:25]=[CH:24][C:23]=3[OH:28])[N:12]=2)[CH2:7][CH2:6]1)=[O:4].[ClH:31].CCOCC. Product: [ClH:31].[OH:1][C@@H:2]([CH2:29][CH3:30])[C:3]([N:5]1[CH2:10][CH2:9][N:8]([C:11]2[C:20]3[C:15](=[CH:16][C:17]([CH3:21])=[CH:18][CH:19]=3)[N:14]=[C:13]([C:22]3[CH:27]=[CH:26][CH:25]=[CH:24][C:23]=3[OH:28])[N:12]=2)[CH2:7][CH2:6]1)=[O:4]. The catalyst class is: 2.